Predict the reaction yield, written as a fraction of the theoretical maximum amount of product (1.0 means a 100% yield; for example, 0.34 means a 34% yield). From a dataset of Reaction yield outcomes from USPTO patents with 853,638 reactions. (1) The reactants are [Cl:1][C:2]1[CH:7]=[CH:6][C:5]([N:8]([C@H:12]2[C:21]3[C:16](=[CH:17][CH:18]=[CH:19][CH:20]=3)[N:15]([C:22](=[O:33])[C:23]3[CH:28]=[C:27]([F:29])[C:26]([O:30]C)=[C:25]([F:32])[CH:24]=3)[C@@H:14]([CH3:34])[CH2:13]2)[C:9](=[O:11])[CH3:10])=[CH:4][CH:3]=1.B(Br)(Br)Br. The catalyst is ClCCl. The product is [Cl:1][C:2]1[CH:7]=[CH:6][C:5]([N:8]([C@H:12]2[C:21]3[C:16](=[CH:17][CH:18]=[CH:19][CH:20]=3)[N:15]([C:22](=[O:33])[C:23]3[CH:28]=[C:27]([F:29])[C:26]([OH:30])=[C:25]([F:32])[CH:24]=3)[C@@H:14]([CH3:34])[CH2:13]2)[C:9](=[O:11])[CH3:10])=[CH:4][CH:3]=1. The yield is 0.780. (2) The reactants are [CH3:1][C:2]1([C:5]([NH2:7])=[O:6])[CH2:4][CH2:3]1.C[Si]([N-][Si](C)(C)C)(C)C.[Li+].Cl[C:19]([O:21][C:22]([CH3:24])=[CH2:23])=[O:20]. The catalyst is C1COCC1. The product is [CH3:1][C:2]1([C:5]([NH:7][C:19](=[O:20])[O:21][C:22]([CH3:24])=[CH2:23])=[O:6])[CH2:4][CH2:3]1. The yield is 1.16. (3) The reactants are Br[C:2]1[CH:3]=[C:4]([CH:11]=[CH:12][C:13]=1[Cl:14])[C:5]([N:7]([O:9][CH3:10])[CH3:8])=[O:6].[Cl:15][C:16]1[CH:21]=[CH:20][C:19](B(O)O)=[CH:18][CH:17]=1.C([O-])([O-])=O.[K+].[K+]. The catalyst is C1(C)C=CC=CC=1.C1C=CC([P]([Pd]([P](C2C=CC=CC=2)(C2C=CC=CC=2)C2C=CC=CC=2)([P](C2C=CC=CC=2)(C2C=CC=CC=2)C2C=CC=CC=2)[P](C2C=CC=CC=2)(C2C=CC=CC=2)C2C=CC=CC=2)(C2C=CC=CC=2)C2C=CC=CC=2)=CC=1. The product is [Cl:15][C:16]1[CH:21]=[CH:20][C:19]([C:2]2[C:13]([Cl:14])=[CH:12][CH:11]=[C:4]([C:5]([N:7]([O:9][CH3:10])[CH3:8])=[O:6])[CH:3]=2)=[CH:18][CH:17]=1. The yield is 0.900. (4) The reactants are [OH:1][CH:2]1[CH2:7][CH2:6][NH:5][CH2:4][CH2:3]1.C(N(CC)CC)C.[CH3:15][C:16]([CH3:21])([CH3:20])[C:17](Cl)=[O:18].[C:22](Cl)(=[O:26])[C:23]([CH3:25])=[CH2:24].[OH-].[Na+].C(O)(=O)CC(CC(O)=O)(C(O)=O)O. The catalyst is ClCCl.[Cl-].[Na+].O.COC1C=CC(O)=CC=1.O. The product is [C:22]([O:1][CH:2]1[CH2:7][CH2:6][N:5]([C:17](=[O:18])[C:16]([CH3:21])([CH3:20])[CH3:15])[CH2:4][CH2:3]1)(=[O:26])[C:23]([CH3:25])=[CH2:24]. The yield is 0.0900. (5) The reactants are [N+:1](/[CH:4]=[CH:5]/[CH:6]1[CH2:11][CH2:10][CH2:9][CH2:8][CH2:7]1)([O-:3])=[O:2].[N:12]1[CH:17]=[CH:16][N:15]=[CH:14][C:13]=1[CH:18]=[O:19].CCOCC.[Na+].[Cl-]. The catalyst is C(Cl)Cl. The product is [CH:6]1([C@@H:5]([CH2:4][N+:1]([O-:3])=[O:2])[C:18]([C:13]2[CH:14]=[N:15][CH:16]=[CH:17][N:12]=2)=[O:19])[CH2:11][CH2:10][CH2:9][CH2:8][CH2:7]1. The yield is 0.990. (6) The reactants are II.[Cl:3][C:4]1[CH:5]=[C:6]([CH:10]=[C:11]([O:13]C)[CH:12]=1)[C:7]([OH:9])=[O:8]. The catalyst is C1(C)C=CC=CC=1.[I-].C([N+](CCCC)(CCCC)CCCC)CCC. The product is [Cl:3][C:4]1[CH:5]=[C:6]([CH:10]=[C:11]([OH:13])[CH:12]=1)[C:7]([OH:9])=[O:8]. The yield is 0.830. (7) The reactants are FC(F)(F)C(O)=O.FC(F)(F)C(O)=O.[N:15]1([CH2:22][C:23]2[CH:31]=[C:30]([O:32]C)[CH:29]=[C:28]3[C:24]=2[CH:25]=[CH:26][N:27]3[S:34]([C:37]2[CH:42]=[CH:41][CH:40]=[CH:39][CH:38]=2)(=[O:36])=[O:35])[CH2:21][CH2:20][CH2:19][NH:18][CH2:17][CH2:16]1.Br.C([O-])(O)=O.[Na+]. The catalyst is C(O)(=O)C. The product is [N:15]1([CH2:22][C:23]2[CH:31]=[C:30]([OH:32])[CH:29]=[C:28]3[C:24]=2[CH:25]=[CH:26][N:27]3[S:34]([C:37]2[CH:42]=[CH:41][CH:40]=[CH:39][CH:38]=2)(=[O:36])=[O:35])[CH2:21][CH2:20][CH2:19][NH:18][CH2:17][CH2:16]1. The yield is 0.820.